Dataset: Reaction yield outcomes from USPTO patents with 853,638 reactions. Task: Predict the reaction yield, written as a fraction of the theoretical maximum amount of product (1.0 means a 100% yield; for example, 0.34 means a 34% yield). The catalyst is C(O)C. The reactants are [Cl:1][C:2]1[C:7]([N:8]=[CH:9][N:10]([CH3:12])[CH3:11])=[C:6]([Cl:13])[N:5]=[C:4]([N:14]=CN(C)C)[N:3]=1.Cl.CO.C(Cl)(Cl)Cl.[OH-].[NH4+]. The yield is 0.950. The product is [NH2:14][C:4]1[N:3]=[C:2]([Cl:1])[C:7]([N:8]=[CH:9][N:10]([CH3:11])[CH3:12])=[C:6]([Cl:13])[N:5]=1.